This data is from Drug-target binding data from BindingDB using IC50 measurements. The task is: Regression. Given a target protein amino acid sequence and a drug SMILES string, predict the binding affinity score between them. We predict pIC50 (pIC50 = -log10(IC50 in M); higher means more potent). Dataset: bindingdb_ic50. (1) The small molecule is CC(=O)N[C@@H]1[C@@H](O)C[C@](SCCCCCSCCCCCC(=O)NCCC[Si](CCCNC(=O)CCCCCSCCCCCS[C@]2(C(=O)O)C[C@H](O)[C@@H](NC(C)=O)[C@H]([C@H](O)[C@H](O)CO)O2)(CCCNC(=O)CCCCCSCCCCCS[C@]2(C(=O)O)C[C@H](O)[C@@H](NC(C)=O)[C@H]([C@H](O)[C@H](O)CO)O2)c2ccccc2)(C(=O)O)O[C@H]1[C@H](O)[C@H](O)CO. The target protein (P03471) has sequence MNPNQKIITIGSVSLTIATVCFLMQIAILVTTVTLHFKQYECDSPANNQVMPCEPIIIERNITEIVYLTNTTIEKEICPKLVEYRNWSKPQCKITGFAPFSKDNSIRLSAGGDIWVTREPYVSCDPGKCYQFALGQGTTLDNKHSNDTIHDRIPHRTLLMNELGVPFHLGTRQVCIAWSSSSCHDGKAWLHVCVTGDDKNATASFIYDGRLVDSIGSWSQNILRTQESECVCINGTCTVVMTDGSASGRADTRILFIEEGKIVHISPLSGSAQHVEECSCYPRYPGVRCICRDNWKGSNRPVVDINVKDYSIDSRYVCSGLVGDTPRNNDRSSNSNCRNPNNDKGNHGVKGWAFDDGNDVWMGRTISKDSRSGYETFKVIGGWSTPNSKSQINRQVIVDSDNRSGYSGIFSVEGKSCINRCFYVELIRGREQETRVWWTSNSIVVFCGTSGTYGTGSWPDGADINLMPI. The pIC50 is 2.1. (2) The drug is O=C(OC(C(F)(F)F)C(F)(F)F)N1CCC2(CCCN2Cc2cc(N3CCN(C4CC4)CC3)cc(C(F)(F)F)c2)CC1. The target protein (O35678) has sequence MPEASSPRRTPQNVPYQDLPHLVNADGQYLFCRYWKPSGTPKALIFVSHGAGEHCGRYDELAHMLKGLDMLVFAHDHVGHGQSEGERMVVSDFQVFVRDVLQHVDTIQKDYPDVPIFLLGHSMGGAISILVAAERPTYFSGMVLISPLVLANPESASTLKVLAAKLLNFVLPNMTLGRIDSSVLSRNKSEVDLYNSDPLVCRAGLKVCFGIQLLNAVARVERAMPRLTLPFLLLQGSADRLCDSKGAYLLMESSRSQDKTLKMYEGAYHVLHRELPEVTNSVLHEVNSWVSHRIAAAGAGCPP. The pIC50 is 7.0. (3) The drug is Nc1nc(N)c2c(n1)[nH]c1cccc(Sc3ccc4ccccc4c3)c12. The target protein (Q8K4F2) has sequence MAKFRVRVSTGEACGAGTWDKVSVSIVGTHGESPLVPLDHLGKEFSAGAEEDFEVTLPQDVGTVLMLRIHKAPPEAPLPLLSFPPDAWYCRWFELEWLPGAALRFPCYQWLEGAGELVLREGAAKVSWQDHHRTLQDQRQKELESRKDMYSWKTYIEGWPHCLDHETVKDLDLNIKYSAMKNAKFFFKAQSAFTELKFKGLLDRTGLWRSLREMKRMFNFHNTPAAEYVFAHWQEDAFFASQFLNGLNPVLIRRCRRLPENFPVTDEMVAPVLGPGTSLQAELEKGSLFLVDHGILSGVQTNVINGKPQFSAAPMTLLYQSPGSGPLLPIAIQLKQTPGPDNPIFLPSDDKWDWLLAKTWVRNAEFSIHEALTHLLHAHLIPEVFALATLRQLPHCHPLFKLLIPHTRYTLHINTLARELLIAPGKVVDKSTGLGIGGFSDLIKRNMEQLSYSVLCLPEDIRARDVGDLPGYYYRDDGMQIWSAIRSFVSEIVDIYYPSD.... The pIC50 is 6.9.